Dataset: NCI-60 drug combinations with 297,098 pairs across 59 cell lines. Task: Regression. Given two drug SMILES strings and cell line genomic features, predict the synergy score measuring deviation from expected non-interaction effect. (1) Drug 1: C1=CC(=CC=C1C#N)C(C2=CC=C(C=C2)C#N)N3C=NC=N3. Drug 2: CC(C)NC(=O)C1=CC=C(C=C1)CNNC.Cl. Cell line: NCIH23. Synergy scores: CSS=13.2, Synergy_ZIP=2.58, Synergy_Bliss=4.06, Synergy_Loewe=8.82, Synergy_HSA=5.52. (2) Drug 1: C(CCl)NC(=O)N(CCCl)N=O. Cell line: NCI-H226. Drug 2: C(CN)CNCCSP(=O)(O)O. Synergy scores: CSS=-3.09, Synergy_ZIP=0.452, Synergy_Bliss=-0.749, Synergy_Loewe=-4.03, Synergy_HSA=-3.26. (3) Drug 1: C1=NC2=C(N1)C(=S)N=C(N2)N. Drug 2: CCC1(CC2CC(C3=C(CCN(C2)C1)C4=CC=CC=C4N3)(C5=C(C=C6C(=C5)C78CCN9C7C(C=CC9)(C(C(C8N6C)(C(=O)OC)O)OC(=O)C)CC)OC)C(=O)OC)O.OS(=O)(=O)O. Cell line: HT29. Synergy scores: CSS=65.4, Synergy_ZIP=1.74, Synergy_Bliss=1.49, Synergy_Loewe=-19.1, Synergy_HSA=2.12. (4) Drug 1: C1CCC(C(C1)N)N.C(=O)(C(=O)[O-])[O-].[Pt+4]. Drug 2: B(C(CC(C)C)NC(=O)C(CC1=CC=CC=C1)NC(=O)C2=NC=CN=C2)(O)O. Cell line: SNB-75. Synergy scores: CSS=31.4, Synergy_ZIP=-1.54, Synergy_Bliss=-1.38, Synergy_Loewe=-0.659, Synergy_HSA=-0.212. (5) Drug 1: COC1=C(C=C2C(=C1)N=CN=C2NC3=CC(=C(C=C3)F)Cl)OCCCN4CCOCC4. Drug 2: CC1C(C(CC(O1)OC2CC(CC3=C2C(=C4C(=C3O)C(=O)C5=C(C4=O)C(=CC=C5)OC)O)(C(=O)C)O)N)O.Cl. Cell line: HL-60(TB). Synergy scores: CSS=81.7, Synergy_ZIP=19.6, Synergy_Bliss=19.7, Synergy_Loewe=17.5, Synergy_HSA=20.3. (6) Drug 1: CC1CCC2CC(C(=CC=CC=CC(CC(C(=O)C(C(C(=CC(C(=O)CC(OC(=O)C3CCCCN3C(=O)C(=O)C1(O2)O)C(C)CC4CCC(C(C4)OC)OCCO)C)C)O)OC)C)C)C)OC. Drug 2: C1CC(=O)NC(=O)C1N2C(=O)C3=CC=CC=C3C2=O. Cell line: NCI-H460. Synergy scores: CSS=3.94, Synergy_ZIP=2.13, Synergy_Bliss=5.76, Synergy_Loewe=-1.67, Synergy_HSA=2.31.